This data is from Forward reaction prediction with 1.9M reactions from USPTO patents (1976-2016). The task is: Predict the product of the given reaction. Given the reactants [CH3:1][NH:2][CH2:3][C:4]1[O:5][C:6]2[CH:15]=[CH:14][CH:13]=[CH:12][C:7]=2[C:8]=1[CH2:9][CH2:10][CH3:11].[C:16](Cl)(=[O:19])[CH:17]=[CH2:18].C(N(CC)CC)C, predict the reaction product. The product is: [CH3:1][N:2]([CH2:3][C:4]1[O:5][C:6]2[CH:15]=[CH:14][CH:13]=[CH:12][C:7]=2[C:8]=1[CH2:9][CH2:10][CH3:11])[C:16](=[O:19])[CH:17]=[CH2:18].